This data is from Reaction yield outcomes from USPTO patents with 853,638 reactions. The task is: Predict the reaction yield, written as a fraction of the theoretical maximum amount of product (1.0 means a 100% yield; for example, 0.34 means a 34% yield). (1) The reactants are C(O[C:5](=[O:7])[CH3:6])(=O)C.[CH2:8]1[C:16]2[CH:15]=[CH:14][CH:13]=[C:12]([NH2:17])[C:11]=2[CH2:10][CH2:9]1. The catalyst is CCO. The product is [CH2:8]1[C:16]2[C:11](=[C:12]([NH:17][C:5](=[O:7])[CH3:6])[CH:13]=[CH:14][CH:15]=2)[CH2:10][CH2:9]1. The yield is 1.00. (2) The reactants are C(OC([N:8]1[CH2:13][CH2:12][N:11]([CH2:14][CH2:15][N:16]2[C:24]3[C:19](=[CH:20][C:21]([O:25][C:26]4[CH:31]=[CH:30][C:29]([F:32])=[CH:28][C:27]=4[CH2:33][NH:34][C:35]([NH:37][C:38]4[O:42][N:41]=[C:40]([C:43]([CH3:46])([CH3:45])[CH3:44])[CH:39]=4)=[O:36])=[CH:22][CH:23]=3)[CH:18]=[N:17]2)[CH2:10][CH2:9]1)=O)(C)(C)C.C(O)(C(F)(F)F)=O.C(Cl)Cl. No catalyst specified. The product is [C:43]([C:40]1[CH:39]=[C:38]([NH:37][C:35]([NH:34][CH2:33][C:27]2[CH:28]=[C:29]([F:32])[CH:30]=[CH:31][C:26]=2[O:25][C:21]2[CH:20]=[C:19]3[C:24](=[CH:23][CH:22]=2)[N:16]([CH2:15][CH2:14][N:11]2[CH2:12][CH2:13][NH:8][CH2:9][CH2:10]2)[N:17]=[CH:18]3)=[O:36])[O:42][N:41]=1)([CH3:46])([CH3:44])[CH3:45]. The yield is 0.800. (3) The reactants are [Cl:1][C:2]1[CH:8]=[C:7]([O:9][C:10]2[C:11]3[N:18]([CH3:19])[CH:17]=[CH:16][C:12]=3[N:13]=[CH:14][N:15]=2)[CH:6]=[CH:5][C:3]=1[NH2:4].N1C=CC=CC=1.Cl[C:27](OC1C=CC=CC=1)=[O:28].[NH2:36][C:37]1[CH:38]=[C:39]([CH:48]=[C:49]([C:51]([F:54])([F:53])[F:52])[CH:50]=1)[CH2:40][N:41]1[CH2:46][CH2:45][CH:44]([OH:47])[CH2:43][CH2:42]1. The catalyst is CN1CCCC1=O. The product is [Cl:1][C:2]1[CH:8]=[C:7]([O:9][C:10]2[C:11]3[N:18]([CH3:19])[CH:17]=[CH:16][C:12]=3[N:13]=[CH:14][N:15]=2)[CH:6]=[CH:5][C:3]=1[NH:4][C:27]([NH:36][C:37]1[CH:50]=[C:49]([C:51]([F:54])([F:52])[F:53])[CH:48]=[C:39]([CH2:40][N:41]2[CH2:42][CH2:43][CH:44]([OH:47])[CH2:45][CH2:46]2)[CH:38]=1)=[O:28]. The yield is 0.220. (4) The reactants are [F:1][C:2]1[CH:28]=[C:27]([N+:29]([O-])=O)[CH:26]=[CH:25][C:3]=1[O:4][C:5]1[CH:6]=[C:7]2[C:11](=[CH:12][C:13]=1[C:14]1[CH:15]=[N:16][NH:17][CH:18]=1)[N:10](C1CCCCO1)[N:9]=[CH:8]2.C(OC(N1C=C(C2C=C3C(C=NN3C3CCCCO3)=CC=2OC2C=CC([N+]([O-])=O)=CC=2F)C=N1)=O)(C)(C)C.C([O-])(O)=O.[Na+].CCOC(C)=O. The catalyst is CCOC(C)=O.CCO. The product is [NH:16]1[CH:15]=[C:14]([C:13]2[CH:12]=[C:11]3[C:7]([CH:8]=[N:9][NH:10]3)=[CH:6][C:5]=2[O:4][C:3]2[CH:25]=[CH:26][C:27]([NH2:29])=[CH:28][C:2]=2[F:1])[CH:18]=[N:17]1. The yield is 0.710. (5) The reactants are II.F[C:4](F)(F)[C:5]([O:7][C:8]1[C:13]([F:14])=[C:12]([F:15])[C:11]([F:16])=[C:10]([F:17])[C:9]=1[F:18])=[O:6].[CH:38]1[CH:39]=[CH:34]C(P([C:34]2[CH:39]=[CH:38][CH:37]=[CH:36]C=2)[C:38]2[CH:39]=[CH:34]C=[CH:36][CH:37]=2)=[CH:36][CH:37]=1.[NH:40]1[CH:44]=CN=C1. The catalyst is C(#N)C.C(OCC)C. The product is [C:44]([C:39]1[CH:34]=[C:4]([CH:36]=[CH:37][C:38]=1[O:7][CH:8]([CH3:13])[CH3:9])[C:5]([O:7][C:8]1[C:13]([F:14])=[C:12]([F:15])[C:11]([F:16])=[C:10]([F:17])[C:9]=1[F:18])=[O:6])#[N:40]. The yield is 0.920. (6) The catalyst is C(#N)C.C(Cl)Cl. The yield is 0.990. The product is [Br:12][C:13]1[CH:14]=[CH:15][C:16]([NH:19][C:20](=[O:23])[CH2:21][N:7]2[CH2:11][CH2:10][CH2:9][CH2:8]2)=[CH:17][CH:18]=1. The reactants are C(=O)([O-])[O-].[K+].[K+].[NH:7]1[CH2:11][CH2:10][CH2:9][CH2:8]1.[Br:12][C:13]1[CH:18]=[CH:17][C:16]([NH:19][C:20](=[O:23])[CH2:21]Cl)=[CH:15][CH:14]=1. (7) The reactants are [Cl:1][C:2]1[CH:7]=[C:6]([Cl:8])[C:5]([CH3:9])=[CH:4][C:3]=1[S:10](Cl)(=[O:12])=[O:11].[NH2:14][C:15]1[CH:16]=[C:17]([C:21]2[NH:25][N:24]=[N:23][N:22]=2)[CH:18]=[CH:19][CH:20]=1. No catalyst specified. The product is [Cl:1][C:2]1[CH:7]=[C:6]([Cl:8])[C:5]([CH3:9])=[CH:4][C:3]=1[S:10]([NH:14][C:15]1[CH:20]=[CH:19][CH:18]=[C:17]([C:21]2[NH:25][N:24]=[N:23][N:22]=2)[CH:16]=1)(=[O:12])=[O:11]. The yield is 0.240.